From a dataset of Full USPTO retrosynthesis dataset with 1.9M reactions from patents (1976-2016). Predict the reactants needed to synthesize the given product. (1) The reactants are: [H-].[Na+].[NH2:3][C:4]1[N:9]=[C:8](S(C)=O)[C:7]([C:13]2[CH:14]=[CH:15][C:16](=[O:22])[N:17]([CH:19]([CH3:21])[CH3:20])[N:18]=2)=[C:6]([C:23]2[CH:28]=[CH:27][CH:26]=[CH:25][CH:24]=2)[N:5]=1.[CH2:29]([OH:31])[CH3:30]. Given the product [NH2:3][C:4]1[N:9]=[C:8]([O:31][CH2:29][CH3:30])[C:7]([C:13]2[CH:14]=[CH:15][C:16](=[O:22])[N:17]([CH:19]([CH3:21])[CH3:20])[N:18]=2)=[C:6]([C:23]2[CH:28]=[CH:27][CH:26]=[CH:25][CH:24]=2)[N:5]=1, predict the reactants needed to synthesize it. (2) Given the product [CH:30]1([N:29]2[C:25]([CH2:22][CH3:24])=[C:26]([CH:33]=[O:34])[CH:27]=[N:28]2)[CH2:31][CH2:32]1, predict the reactants needed to synthesize it. The reactants are: O=C(CC)CC(OCC)=O.C(O)(=O)C(O)=O.C1(NN)CC1.[CH:22]1([C:25]2[N:29]([CH:30]([CH3:32])[CH3:31])[N:28]=[CH:27][C:26]=2[CH:33]=[O:34])[CH2:24]C1.